The task is: Predict the product of the given reaction.. This data is from Forward reaction prediction with 1.9M reactions from USPTO patents (1976-2016). (1) Given the reactants Br[C:2]1[CH:3]=[CH:4][C:5]([NH:10][C:11]2[CH:16]=[CH:15][C:14]([C:17]([N:19]3[CH2:24][CH2:23][O:22][CH2:21][CH2:20]3)=[O:18])=[CH:13][CH:12]=2)=[C:6]([CH:9]=1)[C:7]#[N:8].[CH2:25](B1OC(C)(C)C(C)(C)O1)[C:26]1[CH:31]=[CH:30][CH:29]=[CH:28][CH:27]=1.C([O-])([O-])=O.[Na+].[Na+], predict the reaction product. The product is: [CH2:25]([C:2]1[CH:3]=[CH:4][C:5]([NH:10][C:11]2[CH:16]=[CH:15][C:14]([C:17]([N:19]3[CH2:24][CH2:23][O:22][CH2:21][CH2:20]3)=[O:18])=[CH:13][CH:12]=2)=[C:6]([CH:9]=1)[C:7]#[N:8])[C:26]1[CH:31]=[CH:30][CH:29]=[CH:28][CH:27]=1. (2) The product is: [C:23]([C:22]1[C:21]([N+:18]([O-:20])=[O:19])=[CH:28][CH:27]=[CH:26][C:25]=1[O:3][CH2:4][C@H:5]1[CH2:10][CH2:9][CH2:8][N:7]([C:11]([O:13][C:14]([CH3:17])([CH3:16])[CH3:15])=[O:12])[CH2:6]1)#[N:24]. Given the reactants [H-].[Na+].[OH:3][CH2:4][C@H:5]1[CH2:10][CH2:9][CH2:8][N:7]([C:11]([O:13][C:14]([CH3:17])([CH3:16])[CH3:15])=[O:12])[CH2:6]1.[N+:18]([C:21]1[CH:28]=[CH:27][CH:26]=[C:25]([N+]([O-])=O)[C:22]=1[C:23]#[N:24])([O-:20])=[O:19], predict the reaction product.